Dataset: Choline transporter screen with 302,306 compounds. Task: Binary Classification. Given a drug SMILES string, predict its activity (active/inactive) in a high-throughput screening assay against a specified biological target. (1) The result is 0 (inactive). The compound is S(=O)(=O)(Nc1c(cc(cc1C)C)C)c1ccc(NC(=O)CCC(O)=O)cc1. (2) The drug is S\1C(Nc2cc(c(cc2)C)C)=NC(=O)C1=C/c1sccc1. The result is 0 (inactive). (3) The compound is S(c1n(c(nn1)c1ncccc1)C)Cc1c(F)cccc1. The result is 0 (inactive). (4) The molecule is O(C(=O)C(NC(=O)NCc1ccccc1)C)C. The result is 0 (inactive). (5) The compound is FC(F)(F)COCc1cc(C(=O)NC2CCCCC2)ccc1. The result is 0 (inactive). (6) The compound is Brc1cc(c(NC(=O)CNC(=O)c2c(Cl)cccc2)cc1)C(=O)c1ccccc1. The result is 0 (inactive). (7) The molecule is FC(F)(F)c1cc(N2CCN(CCCCN3C(=O)C4N(CCC4)C3=O)CC2)ccc1. The result is 0 (inactive).